Dataset: Retrosynthesis with 50K atom-mapped reactions and 10 reaction types from USPTO. Task: Predict the reactants needed to synthesize the given product. (1) Given the product COC(=O)c1c(N)cnn1C, predict the reactants needed to synthesize it. The reactants are: COC(=O)c1c([N+](=O)[O-])cnn1C. (2) Given the product CN(C)C(=O)COc1ccc(S(=O)(=O)c2ccc(CCN(C[C@H](O)c3cccc(Cl)c3)C(=O)OC(C)(C)C)cc2)cc1, predict the reactants needed to synthesize it. The reactants are: CC(C)(C)OC(=O)N(CCc1ccc(S(=O)(=O)c2ccc(OCC(=O)[O-])cc2)cc1)C[C@H](O)c1cccc(Cl)c1.CNC. (3) Given the product CCOC(=O)c1oc2c(Br)cncc2c1Nc1ccc([Si](C)(C)C)cc1F, predict the reactants needed to synthesize it. The reactants are: CCOC(=O)c1oc2c(Br)cncc2c1OS(=O)(=O)C(F)(F)F.C[Si](C)(C)c1ccc(N)c(F)c1. (4) Given the product CCOC(=O)CC(CC(=O)OCC)C(=O)OCC, predict the reactants needed to synthesize it. The reactants are: CCOC(=O)CC(O)(CC(=O)OCC)C(=O)OCC.